Dataset: Full USPTO retrosynthesis dataset with 1.9M reactions from patents (1976-2016). Task: Predict the reactants needed to synthesize the given product. (1) Given the product [Cl:25][CH2:21][C:17]1[CH:16]=[C:15]([C:13]2[CH:12]=[CH:11][N:10]=[C:9]([NH:8][C:4]3[CH:5]=[CH:6][CH:7]=[C:2]([Cl:1])[CH:3]=3)[N:14]=2)[CH:20]=[CH:19][N:18]=1, predict the reactants needed to synthesize it. The reactants are: [Cl:1][C:2]1[CH:3]=[C:4]([NH:8][C:9]2[N:14]=[C:13]([C:15]3[CH:20]=[CH:19][N:18]=[C:17]([CH2:21]O)[CH:16]=3)[CH:12]=[CH:11][N:10]=2)[CH:5]=[CH:6][CH:7]=1.S(Cl)([Cl:25])=O.O. (2) The reactants are: [N:1]1[CH:6]=[CH:5][CH:4]=[CH:3][C:2]=1[CH2:7][C:8]12[CH2:27][CH2:26][C:21]3([O:25][CH2:24][CH2:23][O:22]3)[CH2:20][CH:9]1[CH2:10][CH2:11][CH2:12][C:13]1[CH:18]=[C:17]([OH:19])[N:16]=[CH:15][C:14]=12.[F:28][C:29]([F:42])([F:41])[S:30](O[S:30]([C:29]([F:42])([F:41])[F:28])(=[O:32])=[O:31])(=[O:32])=[O:31].C([O-])(O)=O.[Na+]. Given the product [F:28][C:29]([F:42])([F:41])[S:30]([O:19][C:17]1[N:16]=[CH:15][C:14]2[C:8]3([CH2:7][C:2]4[CH:3]=[CH:4][CH:5]=[CH:6][N:1]=4)[CH2:27][CH2:26][C:21]4([O:25][CH2:24][CH2:23][O:22]4)[CH2:20][CH:9]3[CH2:10][CH2:11][CH2:12][C:13]=2[CH:18]=1)(=[O:32])=[O:31], predict the reactants needed to synthesize it. (3) Given the product [Cl:12][C:13]1[C:21]2[C:20]([NH:22][CH2:23][CH2:24][C:25]3[CH:30]=[CH:29][C:28]([O:31][C:7](=[O:8])[C:6]4[CH:5]=[CH:32][C:3]([O:2][CH3:1])=[CH:11][CH:10]=4)=[CH:27][CH:26]=3)=[N:19][CH:18]=[N:17][C:16]=2[S:15][CH:14]=1, predict the reactants needed to synthesize it. The reactants are: [CH3:1][O:2][C:3]1[CH:11]=[CH:10][C:6]([C:7](Cl)=[O:8])=[CH:5]N=1.[Cl:12][C:13]1[C:21]2[C:20]([NH:22][CH2:23][CH2:24][C:25]3[CH:30]=[CH:29][C:28]([OH:31])=[CH:27][CH:26]=3)=[N:19][CH:18]=[N:17][C:16]=2[S:15][CH:14]=1.[CH3:32]CN(CC)CC. (4) The reactants are: [OH:1][C:2]1[CH:7]=[CH:6][C:5]([CH:8]2[CH2:12][CH2:11][C@:10]3([CH2:17][CH2:16][CH2:15][NH:14][C:13]3=[O:18])[N:9]2[C:19]([O:21][C:22]([CH3:25])([CH3:24])[CH3:23])=[O:20])=[CH:4][CH:3]=1.[F:26][C:27]1[CH:34]=[CH:33][CH:32]=[CH:31][C:28]=1[CH2:29]Br. Given the product [F:26][C:27]1[CH:34]=[CH:33][CH:32]=[CH:31][C:28]=1[CH2:29][O:1][C:2]1[CH:7]=[CH:6][C:5]([C@@H:8]2[CH2:12][CH2:11][C@:10]3([CH2:17][CH2:16][CH2:15][NH:14][C:13]3=[O:18])[N:9]2[C:19]([O:21][C:22]([CH3:25])([CH3:24])[CH3:23])=[O:20])=[CH:4][CH:3]=1, predict the reactants needed to synthesize it. (5) Given the product [Cl:28][C:15]1[C:16]([NH:21][S:22]([CH2:25][CH2:26][CH3:27])(=[O:24])=[O:23])=[CH:17][CH:18]=[C:19]([Cl:20])[C:14]=1[NH:13][C:11]([C:8]1[C:4]2[N:5]=[CH:6][N:7]=[C:2]([NH:32][CH:29]3[CH2:31][CH2:30]3)[C:3]=2[S:10][CH:9]=1)=[O:12], predict the reactants needed to synthesize it. The reactants are: Cl[C:2]1[C:3]2[S:10][CH:9]=[C:8]([C:11]([NH:13][C:14]3[C:19]([Cl:20])=[CH:18][CH:17]=[C:16]([NH:21][S:22]([CH2:25][CH2:26][CH3:27])(=[O:24])=[O:23])[C:15]=3[Cl:28])=[O:12])[C:4]=2[N:5]=[CH:6][N:7]=1.[CH:29]1([NH2:32])[CH2:31][CH2:30]1.C(N(CC)C(C)C)(C)C. (6) Given the product [C:25]([O:24][C:22]([N:19]1[CH2:20][CH2:21][CH:16]([NH:15][CH2:3][CH:2]([OH:1])[CH2:4][O:5][C:6]2[CH:14]=[CH:13][C:9]([C:10](=[O:11])[NH2:12])=[CH:8][CH:7]=2)[CH2:17][CH2:18]1)=[O:23])([CH3:28])([CH3:26])[CH3:27], predict the reactants needed to synthesize it. The reactants are: [O:1]1[CH2:3][CH:2]1[CH2:4][O:5][C:6]1[CH:14]=[CH:13][C:9]([C:10]([NH2:12])=[O:11])=[CH:8][CH:7]=1.[NH2:15][CH:16]1[CH2:21][CH2:20][N:19]([C:22]([O:24][C:25]([CH3:28])([CH3:27])[CH3:26])=[O:23])[CH2:18][CH2:17]1. (7) Given the product [NH2:1][C@H:2]([CH2:3][S:4][CH2:15][CH2:16][NH:17][C:18]([O:19][CH2:20][C:21]#[CH:22])=[O:23])[C:5]([OH:7])=[O:6], predict the reactants needed to synthesize it. The reactants are: [NH2:1][C@H:2]([C:5]([OH:7])=[O:6])[CH2:3][SH:4].C(=O)([O-])[O-].[Na+].[Na+].Br[CH2:15][CH2:16][NH:17][C:18](=[O:23])[O:19][CH2:20][C:21]#[CH:22]. (8) Given the product [Br:37][CH2:2][C:3]1[CH:4]=[C:5]([NH:9][C:10](=[O:16])[O:11][C:12]([CH3:15])([CH3:14])[CH3:13])[CH:6]=[CH:7][CH:8]=1, predict the reactants needed to synthesize it. The reactants are: O[CH2:2][C:3]1[CH:4]=[C:5]([NH:9][C:10](=[O:16])[O:11][C:12]([CH3:15])([CH3:14])[CH3:13])[CH:6]=[CH:7][CH:8]=1.C1(P(C2C=CC=CC=2)C2C=CC=CC=2)C=CC=CC=1.C(Br)(Br)(Br)[Br:37]. (9) Given the product [CH2:22]([O:26][C:27]1[CH:32]=[CH:31][C:30]([S:33]([N:12]2[CH2:13][CH2:14][N:9]([C:7]([NH:6][C:5]3[CH:4]=[CH:3][C:2]([F:1])=[CH:21][CH:20]=3)=[O:8])[CH2:10][CH:11]2[C:15]([O:17][CH2:18][CH3:19])=[O:16])(=[O:35])=[O:34])=[CH:29][CH:28]=1)[C:23]#[C:24][CH3:25], predict the reactants needed to synthesize it. The reactants are: [F:1][C:2]1[CH:21]=[CH:20][C:5]([NH:6][C:7]([N:9]2[CH2:14][CH2:13][NH:12][CH:11]([C:15]([O:17][CH2:18][CH3:19])=[O:16])[CH2:10]2)=[O:8])=[CH:4][CH:3]=1.[CH2:22]([O:26][C:27]1[CH:32]=[CH:31][C:30]([S:33](Cl)(=[O:35])=[O:34])=[CH:29][CH:28]=1)[C:23]#[C:24][CH3:25].